Dataset: Peptide-MHC class I binding affinity with 185,985 pairs from IEDB/IMGT. Task: Regression. Given a peptide amino acid sequence and an MHC pseudo amino acid sequence, predict their binding affinity value. This is MHC class I binding data. (1) The peptide sequence is FRFKYAAAF. The MHC is Mamu-A2201 with pseudo-sequence Mamu-A2201. The binding affinity (normalized) is 0.199. (2) The peptide sequence is EEVQVLALEP. The MHC is HLA-B44:03 with pseudo-sequence HLA-B44:03. The binding affinity (normalized) is 0.0698. (3) The MHC is HLA-B27:03 with pseudo-sequence HLA-B27:03. The peptide sequence is QFLSFASLF. The binding affinity (normalized) is 0.0847. (4) The peptide sequence is QEYADVFHL. The MHC is HLA-B40:01 with pseudo-sequence HLA-B40:01. The binding affinity (normalized) is 0.756. (5) The peptide sequence is RLGIFRPLLR. The MHC is HLA-A02:02 with pseudo-sequence HLA-A02:02. The binding affinity (normalized) is 0.393. (6) The peptide sequence is AIDMSHFIK. The MHC is Mamu-A20102 with pseudo-sequence Mamu-A20102. The binding affinity (normalized) is 0. (7) The binding affinity (normalized) is 0.668. The peptide sequence is RTYSDPLALK. The MHC is HLA-A11:01 with pseudo-sequence HLA-A11:01. (8) The peptide sequence is YAEISFMLW. The MHC is HLA-B27:05 with pseudo-sequence HLA-B27:05. The binding affinity (normalized) is 0.0847. (9) The peptide sequence is DMRKRIEAF. The MHC is HLA-A69:01 with pseudo-sequence HLA-A69:01. The binding affinity (normalized) is 0.0847.